This data is from Retrosynthesis with 50K atom-mapped reactions and 10 reaction types from USPTO. The task is: Predict the reactants needed to synthesize the given product. Given the product CCOC(=O)C(C#N)=Cc1cc2c(c(OCc3ccccc3)c1)CCO2, predict the reactants needed to synthesize it. The reactants are: CCOC(=O)CC#N.O=Cc1cc2c(c(OCc3ccccc3)c1)CCO2.